This data is from Reaction yield outcomes from USPTO patents with 853,638 reactions. The task is: Predict the reaction yield, written as a fraction of the theoretical maximum amount of product (1.0 means a 100% yield; for example, 0.34 means a 34% yield). The reactants are [F:1][C:2]1[CH:3]=[C:4]2[C:8](=[CH:9][CH:10]=1)[NH:7][C:6](=[O:11])[CH2:5]2.[Br:12]N1C(=O)CCC1=O. The catalyst is C(#N)C. The product is [Br:12][C:9]1[CH:10]=[C:2]([F:1])[CH:3]=[C:4]2[C:8]=1[NH:7][C:6](=[O:11])[CH2:5]2. The yield is 0.696.